Dataset: Reaction yield outcomes from USPTO patents with 853,638 reactions. Task: Predict the reaction yield, written as a fraction of the theoretical maximum amount of product (1.0 means a 100% yield; for example, 0.34 means a 34% yield). (1) The reactants are [C:1]1([C:10]2[CH:15]=[CH:14]C(C(O)=O)=[CH:12][CH:11]=2)[CH:6]=[CH:5][C:4]([C:7](O)=[O:8])=[CH:3][CH:2]=1.[C:19](Cl)(=O)[C:20]([Cl:22])=[O:21].C(Cl)[Cl:26]. The catalyst is CN(C=O)C. The product is [C:1]1([C:10]2[CH:15]=[CH:14][C:19]([C:20]([Cl:22])=[O:21])=[CH:12][CH:11]=2)[CH:6]=[CH:5][C:4]([C:7]([Cl:26])=[O:8])=[CH:3][CH:2]=1. The yield is 0.930. (2) The reactants are C[N:2]1[C:6]2[CH:7]=[C:8](C#N)[CH:9]=[CH:10][C:5]=2[N:4]=[C:3]1[C:13]([F:16])([F:15])[F:14].NC1C=CC(C#N)=CC=1NC.FC(F)(F)C(O)=O. No catalyst specified. The product is [F:16][C:13]([F:14])([F:15])[C:3]1[NH:4][C:5]2[CH:10]=[CH:9][CH:8]=[CH:7][C:6]=2[N:2]=1. The yield is 0.820. (3) The reactants are [C:1]([O:5][C:6]([N:8]([CH2:41][O:42][CH2:43][CH2:44][Si:45]([CH3:48])([CH3:47])[CH3:46])[C:9]1[S:10][C@:11]2([C:37]([O:39][CH3:40])=[O:38])[C@H:13]([C@:14]([C:17]3[CH:22]=[C:21]([NH:23][C:24]([C:26]4[CH:31]=[N:30][C:29]([O:32][CH2:33][C:34]#[CH:35])=[CH:28][N:27]=4)=[O:25])[CH:20]=[CH:19][C:18]=3[F:36])([CH3:16])[N:15]=1)[CH2:12]2)=[O:7])([CH3:4])([CH3:3])[CH3:2].N[C:50]1C=CC(F)=C([C@]2(C)[C@H]3[C@](C(OC)=O)(C3)SC(N(C(OC(C)(C)C)=O)COCC[Si](C)(C)C)=N2)C=1.C[C@H](OC1N=CC(C(O)=O)=NC=1)C#C. No catalyst specified. The product is [CH3:50][C@H:33]([O:32][C:29]1[N:30]=[CH:31][C:26]([C:24]([NH:23][C:21]2[CH:20]=[CH:19][C:18]([F:36])=[C:17]([C@:14]3([CH3:16])[C@H:13]4[C@:11]([C:37]([O:39][CH3:40])=[O:38])([CH2:12]4)[S:10][C:9]([N:8]([C:6]([O:5][C:1]([CH3:2])([CH3:4])[CH3:3])=[O:7])[CH2:41][O:42][CH2:43][CH2:44][Si:45]([CH3:47])([CH3:48])[CH3:46])=[N:15]3)[CH:22]=2)=[O:25])=[N:27][CH:28]=1)[C:34]#[CH:35]. The yield is 0.710. (4) The reactants are [NH:1]1[C:6]2[CH:7]=[CH:8][CH:9]=[CH:10][C:5]=2[CH:4]=[CH:3][S:2]1(=[O:12])=[O:11]. The catalyst is [Pd].CO. The product is [NH:1]1[C:6]2[CH:7]=[CH:8][CH:9]=[CH:10][C:5]=2[CH2:4][CH2:3][S:2]1(=[O:11])=[O:12]. The yield is 0.950. (5) The reactants are [C:1]1([CH3:30])[CH:6]=[CH:5][C:4]([NH:7][C:8]2[CH:13]=[C:12]([NH:14][C:15]3[CH:20]=[CH:19][C:18]([CH3:21])=[CH:17][CH:16]=3)[CH:11]=[C:10]([NH:22][C:23]3[CH:28]=[CH:27][C:26]([CH3:29])=[CH:25][CH:24]=3)[CH:9]=2)=[CH:3][CH:2]=1.I[C:32]1[C:41]2[C:36](=[CH:37][CH:38]=[CH:39][CH:40]=2)[CH:35]=[CH:34][CH:33]=1.C(=O)([O-])[O-].[K+].[K+].C1O[CH2:64][CH2:63]OCCOCCOCCOCCOC1.[C:66]1([CH3:74])[CH:71]=[C:70](C)[CH:69]=[C:68](C)[CH:67]=1. The catalyst is [Cu]. The product is [CH3:30][C:1]1[CH:6]=[CH:5][C:4]([N:7]([C:8]2[CH:13]=[C:12]([N:14]([C:68]3[C:67]4[C:66](=[CH:74][CH:20]=[CH:15][CH:16]=4)[CH:71]=[CH:70][CH:69]=3)[C:15]3[CH:20]=[CH:19][C:18]([CH3:21])=[CH:17][CH:16]=3)[CH:11]=[C:10]([N:22]([C:13]3[C:63]4[C:64](=[CH:3][CH:2]=[CH:1][CH:6]=4)[CH:10]=[CH:9][CH:8]=3)[C:23]3[CH:24]=[CH:25][C:26]([CH3:29])=[CH:27][CH:28]=3)[CH:9]=2)[C:32]2[C:41]3[C:36](=[CH:37][CH:38]=[CH:39][CH:40]=3)[CH:35]=[CH:34][CH:33]=2)=[CH:3][CH:2]=1. The yield is 0.570. (6) The reactants are [CH3:1][N:2]1[C:6]([OH:7])=[CH:5][C:4]([CH:8]([CH3:10])[CH3:9])=[N:3]1.C[O:12][C:13](OC)(OC)[CH3:14]. The catalyst is CO. The product is [OH:7][C:6]1[N:2]([CH3:1])[N:3]=[C:4]([CH:8]([CH3:10])[CH3:9])[C:5]=1[C:13](=[O:12])[CH3:14]. The yield is 0.350. (7) The reactants are [CH2:1]([O:8][N:9]1[C:15](=[O:16])[N:14]2[CH2:17][C@H:10]1[CH2:11][CH2:12][C@H:13]2[C:18]([OH:20])=O)[C:2]1[CH:7]=[CH:6][CH:5]=[CH:4][CH:3]=1.[CH3:21][O:22][NH2:23].ON1C2C=CC=CC=2N=N1.Cl.C(N=C=NCCCN(C)C)C. The catalyst is C(Cl)Cl. The product is [CH2:1]([O:8][N:9]1[C:15](=[O:16])[N:14]2[CH2:17][C@H:10]1[CH2:11][CH2:12][C@H:13]2[C:18]([NH:23][O:22][CH3:21])=[O:20])[C:2]1[CH:3]=[CH:4][CH:5]=[CH:6][CH:7]=1. The yield is 0.460. (8) The reactants are C[O:2][C:3]([C:5]1[O:6][C:7]2[CH:13]=[CH:12][C:11]([O:14][C:15]3[S:16][C:17]4[CH:23]=[CH:22][CH:21]=[CH:20][C:18]=4[N:19]=3)=[CH:10][C:8]=2[CH:9]=1)=O.CC(C[AlH]CC(C)C)C.[C@H](O)(C([O-])=O)[C@@H](O)C([O-])=O.[Na+].[K+].[NH4+].[Cl-]. The catalyst is C(Cl)Cl. The product is [S:16]1[C:17]2[CH:23]=[CH:22][CH:21]=[CH:20][C:18]=2[N:19]=[C:15]1[O:14][C:11]1[CH:12]=[CH:13][C:7]2[O:6][C:5]([CH2:3][OH:2])=[CH:9][C:8]=2[CH:10]=1. The yield is 0.360. (9) The reactants are [Br:1][C:2]1[CH:3]=[CH:4][C:5](I)=[C:6]([CH:12]=1)[C:7]([N:9]([CH3:11])[CH3:10])=[O:8].[O:14]1[CH2:18][CH2:17][NH:16][C:15]1=[O:19].[C@H]1(N)CC[C@H](N)CC1.P([O-])([O-])([O-])=O.[K+].[K+].[K+]. The catalyst is [Cu]I. The product is [Br:1][C:2]1[CH:3]=[CH:4][C:5]([N:16]2[CH2:17][CH2:18][O:14][C:15]2=[O:19])=[C:6]([CH:12]=1)[C:7]([N:9]([CH3:11])[CH3:10])=[O:8]. The yield is 0.650.